Dataset: NCI-60 drug combinations with 297,098 pairs across 59 cell lines. Task: Regression. Given two drug SMILES strings and cell line genomic features, predict the synergy score measuring deviation from expected non-interaction effect. (1) Drug 1: CCN(CC)CCNC(=O)C1=C(NC(=C1C)C=C2C3=C(C=CC(=C3)F)NC2=O)C. Drug 2: C1CCC(C(C1)N)N.C(=O)(C(=O)[O-])[O-].[Pt+4]. Cell line: COLO 205. Synergy scores: CSS=44.5, Synergy_ZIP=0.514, Synergy_Bliss=0.143, Synergy_Loewe=10.8, Synergy_HSA=7.27. (2) Drug 1: C1=NC(=NC(=O)N1C2C(C(C(O2)CO)O)O)N. Drug 2: CC1CCC2CC(C(=CC=CC=CC(CC(C(=O)C(C(C(=CC(C(=O)CC(OC(=O)C3CCCCN3C(=O)C(=O)C1(O2)O)C(C)CC4CCC(C(C4)OC)OCCO)C)C)O)OC)C)C)C)OC. Cell line: MDA-MB-231. Synergy scores: CSS=11.7, Synergy_ZIP=-3.69, Synergy_Bliss=5.14, Synergy_Loewe=1.88, Synergy_HSA=2.40. (3) Drug 1: C1=C(C(=O)NC(=O)N1)N(CCCl)CCCl. Drug 2: C1=CC=C(C=C1)NC(=O)CCCCCCC(=O)NO. Cell line: SF-295. Synergy scores: CSS=28.9, Synergy_ZIP=1.37, Synergy_Bliss=1.98, Synergy_Loewe=1.94, Synergy_HSA=2.42. (4) Drug 1: CN(C)N=NC1=C(NC=N1)C(=O)N. Drug 2: CN(C)C1=NC(=NC(=N1)N(C)C)N(C)C. Cell line: SW-620. Synergy scores: CSS=-8.75, Synergy_ZIP=3.90, Synergy_Bliss=0.0226, Synergy_Loewe=-7.46, Synergy_HSA=-5.92. (5) Drug 1: C1=NC2=C(N=C(N=C2N1C3C(C(C(O3)CO)O)O)F)N. Drug 2: CN1C2=C(C=C(C=C2)N(CCCl)CCCl)N=C1CCCC(=O)O.Cl. Cell line: SK-MEL-28. Synergy scores: CSS=11.7, Synergy_ZIP=-3.67, Synergy_Bliss=-2.52, Synergy_Loewe=-14.3, Synergy_HSA=-2.77.